Task: Predict the reactants needed to synthesize the given product.. Dataset: Full USPTO retrosynthesis dataset with 1.9M reactions from patents (1976-2016) (1) Given the product [C:13]([N:12]1[C:11]2[C:2](=[CH:3][C:4]([C:5]([O:7][CH3:8])=[O:6])=[CH:9][CH:10]=2)[CH:1]=[N:49]1)(=[O:16])[CH3:14], predict the reactants needed to synthesize it. The reactants are: [CH3:1][C:2]1[CH:3]=[C:4]([CH:9]=[CH:10][C:11]=1[NH2:12])[C:5]([O:7][CH3:8])=[O:6].[C:13]([O-:16])(=O)[CH3:14].[K+].C(OC(=O)C)(=O)C.C1OCCOCCOCCOCCOCCOC1.CCCCCO[N:49]=O. (2) Given the product [CH:26]([C:2]1[CH:3]=[N:4][N:5]([CH3:18])[C:6]=1[C:7]1[CH:8]=[C:9]([C:14]([O:16][CH3:17])=[O:15])[S:10][C:11]=1[CH2:12][CH3:13])=[CH2:27], predict the reactants needed to synthesize it. The reactants are: Br[C:2]1[CH:3]=[N:4][N:5]([CH3:18])[C:6]=1[C:7]1[CH:8]=[C:9]([C:14]([O:16][CH3:17])=[O:15])[S:10][C:11]=1[CH2:12][CH3:13].C(=O)([O-])[O-].[K+].[K+].O1CCO[CH2:27][CH2:26]1. (3) Given the product [Br:8][C:5]1[CH:6]=[CH:7][C:2]([F:1])=[C:3]([O:9][CH2:19][CH2:20][CH:21]=[C:22]([F:24])[F:23])[CH:4]=1, predict the reactants needed to synthesize it. The reactants are: [F:1][C:2]1[CH:7]=[CH:6][C:5]([Br:8])=[CH:4][C:3]=1[OH:9].C(=O)([O-])[O-].[K+].[K+].[I-].[Na+].Br[CH2:19][CH2:20][CH:21]=[C:22]([F:24])[F:23]. (4) Given the product [CH2:5]([O:7][C:8]([C:10]1[CH:15]=[CH:14][C:13]([CH:16]([NH:21][NH:22][C:23]([O:25][C:26]([CH3:28])([CH3:27])[CH3:29])=[O:24])[CH2:17][CH2:18][CH2:19][CH3:20])=[CH:12][CH:11]=1)=[O:9])[CH3:6], predict the reactants needed to synthesize it. The reactants are: C([BH3-])#N.[Na+].[CH2:5]([O:7][C:8]([C:10]1[CH:15]=[CH:14][C:13](/[C:16](=[N:21]/[NH:22][C:23]([O:25][C:26]([CH3:29])([CH3:28])[CH3:27])=[O:24])/[CH2:17][CH2:18][CH2:19][CH3:20])=[CH:12][CH:11]=1)=[O:9])[CH3:6].CC(O)=O. (5) Given the product [F:11][C:6]1[CH:5]=[C:4]([CH:9]=[C:8]([CH3:10])[CH:7]=1)[C:15]([C@@H:17]1[CH2:22][CH2:21][CH2:20][N:19]([C:23]([O:25][C:26]([CH3:29])([CH3:28])[CH3:27])=[O:24])[CH2:18]1)=[O:16], predict the reactants needed to synthesize it. The reactants are: II.Br[C:4]1[CH:9]=[C:8]([CH3:10])[CH:7]=[C:6]([F:11])[CH:5]=1.CON(C)[C:15]([C@@H:17]1[CH2:22][CH2:21][CH2:20][N:19]([C:23]([O:25][C:26]([CH3:29])([CH3:28])[CH3:27])=[O:24])[CH2:18]1)=[O:16]. (6) Given the product [C:1]([C:5]1[CH:9]=[C:8]([NH:10][C:11]([NH:13][C:14]2[CH:19]=[CH:18][C:17]([O:20][C:21]3[CH:26]=[CH:25][N:24]=[C:23]([C:27]4[CH:28]=[N:29][N:30]([CH3:32])[CH:31]=4)[CH:22]=3)=[CH:16][C:15]=2[F:33])=[O:12])[N:7]([C:34]2[CH:44]=[CH:43][CH:42]=[C:36]([CH2:37][OH:38])[CH:35]=2)[N:6]=1)([CH3:4])([CH3:2])[CH3:3], predict the reactants needed to synthesize it. The reactants are: [C:1]([C:5]1[CH:9]=[C:8]([NH:10][C:11]([NH:13][C:14]2[CH:19]=[CH:18][C:17]([O:20][C:21]3[CH:26]=[CH:25][N:24]=[C:23]([C:27]4[CH:28]=[N:29][N:30]([CH3:32])[CH:31]=4)[CH:22]=3)=[CH:16][C:15]=2[F:33])=[O:12])[N:7]([C:34]2[CH:35]=[C:36]([CH:42]=[CH:43][CH:44]=2)[C:37](OCC)=[O:38])[N:6]=1)([CH3:4])([CH3:3])[CH3:2].[H-].[H-].[H-].[H-].[Li+].[Al+3].C1COCC1. (7) Given the product [F:1][C:2]1[CH:10]=[CH:9][C:8]([CH3:11])=[CH:7][C:3]=1[C:4]([Cl:14])=[O:5], predict the reactants needed to synthesize it. The reactants are: [F:1][C:2]1[CH:10]=[CH:9][C:8]([CH3:11])=[CH:7][C:3]=1[C:4](O)=[O:5].S(Cl)([Cl:14])=O.